From a dataset of Full USPTO retrosynthesis dataset with 1.9M reactions from patents (1976-2016). Predict the reactants needed to synthesize the given product. (1) The reactants are: Br[C:2]1[C:3]([C:21]#[N:22])=[CH:4][C:5]([F:20])=[C:6]([NH:8][C@H:9]([CH2:13][C:14]2[CH:19]=[CH:18][CH:17]=[CH:16][CH:15]=2)[C:10]([NH2:12])=[O:11])[CH:7]=1.Cl.[NH2:24][C:25]1[S:29][N:28]=[C:27]([CH3:30])[CH:26]=1.C1C=CC(P(C2C(C3C(P(C4C=CC=CC=4)C4C=CC=CC=4)=CC=C4C=3C=CC=C4)=C3C(C=CC=C3)=CC=2)C2C=CC=CC=2)=CC=1.C([O-])([O-])=O.[K+].[K+]. Given the product [C:21]([C:3]1[C:2]([NH:24][C:25]2[S:29][N:28]=[C:27]([CH3:30])[CH:26]=2)=[CH:7][C:6]([NH:8][C@H:9]([CH2:13][C:14]2[CH:19]=[CH:18][CH:17]=[CH:16][CH:15]=2)[C:10]([NH2:12])=[O:11])=[C:5]([F:20])[CH:4]=1)#[N:22], predict the reactants needed to synthesize it. (2) Given the product [Cl:1][C:2]1[CH:3]=[C:4]([CH2:9][N:10]([C:11]2[CH:16]=[CH:15][C:14]([CH:17]([CH3:19])[CH3:18])=[CH:13][CH:12]=2)[C:33]([NH:32][C:24]2[C:23]([CH:20]([CH3:21])[CH3:22])=[CH:28][CH:27]=[CH:26][C:25]=2[CH:29]([CH3:31])[CH3:30])=[O:34])[CH:5]=[CH:6][C:7]=1[Cl:8], predict the reactants needed to synthesize it. The reactants are: [Cl:1][C:2]1[CH:3]=[C:4]([CH2:9][NH:10][C:11]2[CH:16]=[CH:15][C:14]([CH:17]([CH3:19])[CH3:18])=[CH:13][CH:12]=2)[CH:5]=[CH:6][C:7]=1[Cl:8].[CH:20]([C:23]1[CH:28]=[CH:27][CH:26]=[C:25]([CH:29]([CH3:31])[CH3:30])[C:24]=1[N:32]=[C:33]=[O:34])([CH3:22])[CH3:21]. (3) Given the product [C:3]([O:7][C:8]([N:10]1[CH2:11][CH:12]([CH:14]([OH:18])[CH:15]([CH3:16])[CH3:17])[CH2:13]1)=[O:9])([CH3:6])([CH3:5])[CH3:4], predict the reactants needed to synthesize it. The reactants are: [BH4-].[Na+].[C:3]([O:7][C:8]([N:10]1[CH2:13][CH:12]([C:14](=[O:18])[CH:15]([CH3:17])[CH3:16])[CH2:11]1)=[O:9])([CH3:6])([CH3:5])[CH3:4].C(=O)([O-])O. (4) Given the product [CH2:1]([O:3][C:4](=[O:21])[CH2:5][CH2:6][C:7]1[CH:12]=[CH:11][C:10]([NH2:13])=[C:9]([C:16](=[O:20])[N:17]([CH3:18])[CH3:19])[CH:8]=1)[CH3:2], predict the reactants needed to synthesize it. The reactants are: [CH2:1]([O:3][C:4](=[O:21])[CH2:5][CH2:6][C:7]1[CH:12]=[CH:11][C:10]([N+:13]([O-])=O)=[C:9]([C:16](=[O:20])[N:17]([CH3:19])[CH3:18])[CH:8]=1)[CH3:2]. (5) Given the product [CH3:1][O:2][C:3](=[O:13])[C:4]1[CH:9]=[C:8]([F:10])[C:7]([O:11][CH2:20][O:21][CH3:22])=[C:6]([Br:12])[CH:5]=1, predict the reactants needed to synthesize it. The reactants are: [CH3:1][O:2][C:3](=[O:13])[C:4]1[CH:9]=[C:8]([F:10])[C:7]([OH:11])=[C:6]([Br:12])[CH:5]=1.C(=O)([O-])[O-].[K+].[K+].[CH3:20][O:21][CH2:22]Cl. (6) Given the product [Cl:10][C:11]1[CH:12]=[C:13]([CH2:18][O:9][C:3]2[CH:8]=[CH:7][CH:6]=[CH:5][CH:4]=2)[C:14]([NH2:17])=[N:15][CH:16]=1, predict the reactants needed to synthesize it. The reactants are: [H-].[Na+].[C:3]1([OH:9])[CH:8]=[CH:7][CH:6]=[CH:5][CH:4]=1.[Cl:10][C:11]1[CH:12]=[C:13]([CH2:18]Cl)[C:14]([NH2:17])=[N:15][CH:16]=1.Cl. (7) Given the product [C:1]([O:5][C:6](=[O:33])[NH:7][C:8]1([CH2:21][NH:22][C:23]2[CH:28]=[CH:27][C:26]([C:29]#[N:30])=[C:25]([Cl:31])[C:24]=2[CH3:32])[CH2:12][CH2:11][CH2:10][CH:9]1[OH:13])([CH3:4])([CH3:3])[CH3:2], predict the reactants needed to synthesize it. The reactants are: [C:1]([O:5][C:6](=[O:33])[NH:7][C:8]1([CH2:21][NH:22][C:23]2[CH:28]=[CH:27][C:26]([C:29]#[N:30])=[C:25]([Cl:31])[C:24]=2[CH3:32])[CH2:12][CH2:11][CH2:10][CH:9]1[O:13][Si](C(C)(C)C)(C)C)([CH3:4])([CH3:3])[CH3:2].CCCC[N+](CCCC)(CCCC)CCCC.[F-]. (8) Given the product [NH2:39][CH:5]([C:8]1[CH:9]=[C:10]([NH:15][C:16]([C:18]2[N:2]([CH3:1])[N:21]=[C:20]([C:24]([F:30])([F:29])[C:25]([F:28])([F:26])[F:27])[C:19]=2[C:31]([F:32])([F:34])[F:33])=[O:17])[CH:11]=[CH:12][C:13]=1[Cl:14])[CH3:6], predict the reactants needed to synthesize it. The reactants are: [C:1]([BH3-])#[N:2].[Na+].[C:5]([C:8]1[CH:9]=[C:10]([NH:15][C:16]([C:18]2N(C)[N:21]=[C:20]([C:24]([F:30])([F:29])[C:25]([F:28])([F:27])[F:26])[C:19]=2[C:31]([F:34])([F:33])[F:32])=[O:17])[CH:11]=[CH:12][C:13]=1[Cl:14])(=O)[CH3:6].C([O-])(=O)C.[NH4+:39].[Cl-].[Na+]. (9) Given the product [Br:34][CH2:33][C:9]1[S:8][C:7]([CH3:6])=[N:11][C:10]=1[C:12]1[CH:13]=[CH:14][C:15]([O:16][CH2:17][CH2:18][CH2:19][CH2:20][CH2:21][O:22][C:23]2[CH:24]=[CH:25][C:26]([C:27]#[N:28])=[CH:29][CH:30]=2)=[CH:31][CH:32]=1, predict the reactants needed to synthesize it. The reactants are: C(Cl)(Cl)(Cl)Cl.[CH3:6][C:7]1[S:8][C:9]([CH3:33])=[C:10]([C:12]2[CH:32]=[CH:31][C:15]([O:16][CH2:17][CH2:18][CH2:19][CH2:20][CH2:21][O:22][C:23]3[CH:30]=[CH:29][C:26]([C:27]#[N:28])=[CH:25][CH:24]=3)=[CH:14][CH:13]=2)[N:11]=1.[Br:34]N1C(=O)CCC1=O.N(C(C)(C)C#N)=NC(C)(C)C#N. (10) The reactants are: [F:1][C:2]1[CH:3]=[C:4]([CH:18]=[CH:19][C:20]=1[O:21][CH3:22])[C:5]([C:7]1[C:16](=[O:17])[C:15]2[C:10](=[CH:11][CH:12]=[CH:13][N:14]=2)[NH:9][CH:8]=1)=[O:6].[Br:23][C:24]1[CH:29]=[CH:28][CH:27]=[C:26]([CH2:30]Br)[N:25]=1.[CH3:32]N(C)C=O. Given the product [Br:23][C:24]1[N:25]=[C:26]([CH2:30][N:9]2[C:10]3[C:15](=[N:14][C:13]([CH3:32])=[CH:12][CH:11]=3)[C:16](=[O:17])[C:7]([C:5](=[O:6])[C:4]3[CH:18]=[CH:19][C:20]([O:21][CH3:22])=[C:2]([F:1])[CH:3]=3)=[CH:8]2)[CH:27]=[CH:28][CH:29]=1, predict the reactants needed to synthesize it.